Task: Predict the reactants needed to synthesize the given product.. Dataset: Full USPTO retrosynthesis dataset with 1.9M reactions from patents (1976-2016) (1) The reactants are: Cl.O.[NH:3]1[CH2:8][CH2:7][C:6](=[O:9])[CH2:5][CH2:4]1.C(=O)([O-])[O-].[K+].[K+].[CH2:16](Br)[C:17]1[CH:22]=[CH:21][CH:20]=[CH:19][CH:18]=1. Given the product [CH2:16]([N:3]1[CH2:8][CH2:7][C:6](=[O:9])[CH2:5][CH2:4]1)[C:17]1[CH:22]=[CH:21][CH:20]=[CH:19][CH:18]=1, predict the reactants needed to synthesize it. (2) Given the product [OH:1][CH2:2][C@@H:3]1[CH2:4][C@H:5]2[C@H:6]([O:17]2)[C@@H:7]1[OH:8], predict the reactants needed to synthesize it. The reactants are: [OH:1][CH2:2][C@H:3]1[C@@H:7]([OH:8])[CH:6]=[CH:5][CH2:4]1.ClC1C=CC=C(C(OO)=[O:17])C=1. (3) Given the product [F:30][C:21]1[CH:22]=[C:23]([S:26]([CH3:29])(=[O:28])=[O:27])[CH:24]=[CH:25][C:20]=1[NH:19][C@H:16]1[CH2:17][CH2:18][N:14]([CH:11]2[CH2:12][CH2:13][N:8]([C:5]3[N:4]=[CH:3][C:2]([S:83][CH3:82])=[CH:7][N:6]=3)[CH2:9][CH2:10]2)[C:15]1=[O:31], predict the reactants needed to synthesize it. The reactants are: Br[C:2]1[CH:3]=[N:4][C:5]([N:8]2[CH2:13][CH2:12][CH:11]([N:14]3[CH2:18][CH2:17][C@H:16]([NH:19][C:20]4[CH:25]=[CH:24][C:23]([S:26]([CH3:29])(=[O:28])=[O:27])=[CH:22][C:21]=4[F:30])[C:15]3=[O:31])[CH2:10][CH2:9]2)=[N:6][CH:7]=1.CC1(C)C2C(=C(P(C3C=CC=CC=3)C3C=CC=CC=3)C=CC=2)OC2C(P(C3C=CC=CC=3)C3C=CC=CC=3)=CC=CC1=2.[O-]P([O-])([O-])=O.[K+].[K+].[K+].[CH3:82][S-:83].[Na+]. (4) Given the product [CH:12]1([CH2:15][NH:16][C:3]2[CH:8]=[CH:7][N:6]=[CH:5][C:4]=2[N+:9]([O-:11])=[O:10])[CH2:14][CH2:13]1, predict the reactants needed to synthesize it. The reactants are: CO[C:3]1[CH:8]=[CH:7][N:6]=[CH:5][C:4]=1[N+:9]([O-:11])=[O:10].[CH:12]1([CH2:15][NH2:16])[CH2:14][CH2:13]1. (5) Given the product [Cl:12][C:13]1[CH:14]=[C:15]([CH:16]=[CH:17][C:18]=1[Cl:19])[O:20][CH2:2][C:3]1[C:8]([N+:9]([O-:11])=[O:10])=[CH:7][CH:6]=[CH:5][N:4]=1, predict the reactants needed to synthesize it. The reactants are: Br[CH2:2][C:3]1[C:8]([N+:9]([O-:11])=[O:10])=[CH:7][CH:6]=[CH:5][N:4]=1.[Cl:12][C:13]1[CH:14]=[C:15]([OH:20])[CH:16]=[CH:17][C:18]=1[Cl:19]. (6) Given the product [CH2:24]([O:23][C:20]1[CH:19]=[CH:18][C:17]2[CH2:16][CH2:15][CH2:14][C:13](=[O:33])[NH:12][C:22]=2[CH:21]=1)[C:25]1[CH:30]=[CH:29][CH:28]=[CH:27][CH:26]=1, predict the reactants needed to synthesize it. The reactants are: CC1C=CC(S(O[N:12]=[C:13]2[C:22]3[C:17](=[CH:18][CH:19]=[C:20]([O:23][CH2:24][C:25]4[CH:30]=[CH:29][CH:28]=[CH:27][CH:26]=4)[CH:21]=3)[CH2:16][CH2:15][CH2:14]2)(=O)=O)=CC=1.CC([O-])=[O:33].[K+]. (7) Given the product [CH:16]12[O:21][CH:19]([CH2:18][CH2:17]1)[CH2:20][N:14]([C:8]1[C:5]3[CH:6]=[N:7][C:2]([NH:39][C:37]4[CH:36]=[CH:35][N:34]=[C:33]([C:31]5[CH:30]=[N:29][N:28]([S:25]([CH:22]6[CH2:24][CH2:23]6)(=[O:27])=[O:26])[CH:32]=5)[N:38]=4)=[CH:3][C:4]=3[N:10]([CH:11]([CH3:13])[CH3:12])[N:9]=1)[CH2:15]2, predict the reactants needed to synthesize it. The reactants are: Cl[C:2]1[N:7]=[CH:6][C:5]2[C:8]([N:14]3[CH2:20][CH:19]4[O:21][CH:16]([CH2:17][CH2:18]4)[CH2:15]3)=[N:9][N:10]([CH:11]([CH3:13])[CH3:12])[C:4]=2[CH:3]=1.[CH:22]1([S:25]([N:28]2[CH:32]=[C:31]([C:33]3[N:38]=[C:37]([NH2:39])[CH:36]=[CH:35][N:34]=3)[CH:30]=[N:29]2)(=[O:27])=[O:26])[CH2:24][CH2:23]1.C1(P(C2C=CC=CC=2)C2C3OC4C(=CC=CC=4P(C4C=CC=CC=4)C4C=CC=CC=4)C(C)(C)C=3C=CC=2)C=CC=CC=1.C(=O)([O-])[O-].[Cs+].[Cs+]. (8) Given the product [CH2:1]([N:6]1[C:14]2[N:13]=[C:12]([C:15]([F:16])([F:18])[F:17])[NH:11][C:10]=2[C:9]2=[N:19][N:20]=[CH:22][N:8]2[C:7]1=[O:21])[CH2:2][CH2:3][CH2:4][CH3:5], predict the reactants needed to synthesize it. The reactants are: [CH2:1]([N:6]1[C:14]2[N:13]=[C:12]([C:15]([F:18])([F:17])[F:16])[NH:11][C:10]=2/[C:9](=[N:19]\[NH2:20])/[NH:8][C:7]1=[O:21])[CH2:2][CH2:3][CH2:4][CH3:5].[CH:22]([O-])([O-])OCC.